From a dataset of Peptide-MHC class I binding affinity with 185,985 pairs from IEDB/IMGT. Regression. Given a peptide amino acid sequence and an MHC pseudo amino acid sequence, predict their binding affinity value. This is MHC class I binding data. (1) The peptide sequence is VIFNTKPI. The MHC is H-2-Kb with pseudo-sequence H-2-Kb. The binding affinity (normalized) is 0.416. (2) The peptide sequence is ESENKVVIL. The MHC is Patr-B0101 with pseudo-sequence Patr-B0101. The binding affinity (normalized) is 0.